Dataset: Full USPTO retrosynthesis dataset with 1.9M reactions from patents (1976-2016). Task: Predict the reactants needed to synthesize the given product. (1) Given the product [F:63][C:60]1[CH:59]=[CH:58][C:57]([C@H:53]([NH:52][C:18]([C:11]2[C:12]3[CH2:13][C@@H:14]4[CH2:17][C@@H:15]4[C:16]=3[N:9]([C:3]3[CH:4]=[CH:5][C:6]([F:8])=[CH:7][C:2]=3[F:1])[N:10]=2)=[O:19])[CH2:54][CH2:55][OH:56])=[CH:62][CH:61]=1, predict the reactants needed to synthesize it. The reactants are: [F:1][C:2]1[CH:7]=[C:6]([F:8])[CH:5]=[CH:4][C:3]=1[N:9]1[C:16]2[C@H:15]3[CH2:17][C@H:14]3[CH2:13][C:12]=2[C:11]([C:18](O)=[O:19])=[N:10]1.CN(C(ON1N=NC2C=CC=NC1=2)=[N+](C)C)C.F[P-](F)(F)(F)(F)F.C(N(CC)CC)C.[NH2:52][C@@H:53]([C:57]1[CH:62]=[CH:61][C:60]([F:63])=[CH:59][CH:58]=1)[CH2:54][CH2:55][OH:56]. (2) Given the product [CH2:33]([O:32][C:30]([C:27]1[O:26][C:25]([NH:1][C:2]2[CH:7]=[CH:6][CH:5]=[C:4]([CH:8]([NH:10][C:11]3[C:20]4[C:15](=[C:16]([C:21](=[O:22])[NH2:23])[CH:17]=[CH:18][CH:19]=4)[N:14]=[CH:13][N:12]=3)[CH3:9])[CH:3]=2)=[N:29][CH:28]=1)=[O:31])[CH3:34], predict the reactants needed to synthesize it. The reactants are: [NH2:1][C:2]1[CH:3]=[C:4]([CH:8]([NH:10][C:11]2[C:20]3[C:15](=[C:16]([C:21]([NH2:23])=[O:22])[CH:17]=[CH:18][CH:19]=3)[N:14]=[CH:13][N:12]=2)[CH3:9])[CH:5]=[CH:6][CH:7]=1.Cl[C:25]1[O:26][C:27]([C:30]([O:32][CH2:33][CH3:34])=[O:31])=[CH:28][N:29]=1. (3) The reactants are: N1[C:9]2[C:4](=C[CH:6]=[CH:7][CH:8]=2)C=C1.[CH2:10]1N2[CH2:16][CH2:17][N:12]([CH2:13][CH2:14]2)[CH2:11]1.[CH3:18][C:19](N(C)C)=O.[CH3:24][CH2:25]OC(C)=O. Given the product [CH2:13]([N:12]1[C:11]2[C:24](=[CH:25][CH:19]=[CH:18][CH:10]=2)[CH:16]=[CH:17]1)[C:14]1[CH:6]=[CH:7][CH:8]=[CH:9][CH:4]=1, predict the reactants needed to synthesize it. (4) Given the product [CH3:21][N:22]([CH3:24])/[CH:23]=[CH:9]/[C:8]([C:5]1[CH:6]=[CH:7][C:2]([F:1])=[C:3]([CH:11]([OH:18])[C:12]2[CH:13]=[CH:14][CH:15]=[CH:16][CH:17]=2)[CH:4]=1)=[O:10], predict the reactants needed to synthesize it. The reactants are: [F:1][C:2]1[CH:7]=[CH:6][C:5]([C:8](=[O:10])[CH3:9])=[CH:4][C:3]=1[CH:11]([OH:18])[C:12]1[CH:17]=[CH:16][CH:15]=[CH:14][CH:13]=1.CO[CH:21](OC)[N:22]([CH3:24])[CH3:23]. (5) Given the product [Br:18][C:15]1[CH:14]=[C:13]([S:19]([NH:1][C:2]2[S:6][N:5]=[CH:4][N:3]=2)(=[O:20])=[O:21])[CH:12]=[C:11]([F:10])[C:16]=1[F:17], predict the reactants needed to synthesize it. The reactants are: [NH2:1][C:2]1[S:6][N:5]=[CH:4][N:3]=1.[OH-].[Na+].O.[F:10][C:11]1[CH:12]=[C:13]([S:19](Cl)(=[O:21])=[O:20])[CH:14]=[C:15]([Br:18])[C:16]=1[F:17]. (6) Given the product [F:17][C:12]1[CH:11]=[C:10]([C:8]2[C:9]([CH3:4])=[C:32]([OH:31])[C:33](=[O:42])[N:6]([CH2:18][CH:19]([CH3:20])[CH3:21])[N:7]=2)[CH:15]=[CH:14][C:13]=1[CH3:16], predict the reactants needed to synthesize it. The reactants are: C([C:4]1C(=O)[N:6]([CH2:18][CH:19]([CH3:21])[CH3:20])[N:7]=[C:8]([C:10]2[CH:15]=[CH:14][C:13]([CH3:16])=[C:12]([F:17])[CH:11]=2)[CH:9]=1)(O)=O.C(N(CC)CC)C.C(Cl)(=O)[O:31][CH2:32][CH3:33].[BH4-].[Na+].Cl.C1C[O:42]CC1. (7) Given the product [CH2:1]([O:3][CH2:4][CH:5]([NH:22][C:24]1[N:32]=[CH:31][N:30]=[C:29]2[C:25]=1[N:26]=[CH:27][NH:28]2)[C:6]1[N:10]([C:11]2[CH:16]=[CH:15][CH:14]=[CH:13][CH:12]=2)[C:9]2[CH:17]=[C:18]([F:21])[CH:19]=[CH:20][C:8]=2[N:7]=1)[CH3:2], predict the reactants needed to synthesize it. The reactants are: [CH2:1]([O:3][CH2:4][C@H:5]([NH2:22])[C:6]1[N:10]([C:11]2[CH:16]=[CH:15][CH:14]=[CH:13][CH:12]=2)[C:9]2[CH:17]=[C:18]([F:21])[CH:19]=[CH:20][C:8]=2[N:7]=1)[CH3:2].Cl[C:24]1[N:32]=[CH:31][N:30]=[C:29]2[C:25]=1[N:26]=[CH:27][N:28]2C1CCCCO1.CCN(C(C)C)C(C)C.